This data is from Reaction yield outcomes from USPTO patents with 853,638 reactions. The task is: Predict the reaction yield, written as a fraction of the theoretical maximum amount of product (1.0 means a 100% yield; for example, 0.34 means a 34% yield). (1) The reactants are [CH3:1][N:2]([C:4]([N:6]=[C:7]([NH2:9])[NH2:8])=[NH:5])[CH3:3].Cl.[C:11]([OH:14])(=[O:13])[CH3:12].[OH-].[K+]. The catalyst is O. The product is [CH3:1][N:2]([C:4]([NH:6][C:7]([NH2:9])=[NH:8])=[NH:5])[CH3:3].[C:11]([O-:14])(=[O:13])[CH3:12]. The yield is 0.582. (2) The reactants are [F:1][C:2]1[CH:7]=[C:6]([N+:8]([O-])=O)[CH:5]=[CH:4][C:3]=1[CH2:11][CH2:12][S:13]([CH3:16])(=[O:15])=[O:14]. The catalyst is C(OCC)(=O)C.[Pd]. The product is [F:1][C:2]1[CH:7]=[C:6]([CH:5]=[CH:4][C:3]=1[CH2:11][CH2:12][S:13]([CH3:16])(=[O:15])=[O:14])[NH2:8]. The yield is 0.960. (3) The reactants are [Cl:1][C:2]1[C:3]([F:22])=[C:4]([CH:19]=[CH:20][CH:21]=1)[NH:5][C:6]1[C:15]2[C:10](=[CH:11][C:12]([O:17][CH3:18])=[C:13]([OH:16])[CH:14]=2)[N:9]=[CH:8][N:7]=1.CS(O[CH:28]1[CH2:33][CH2:32][N:31]([C:34]([O:36][C:37]([CH3:40])([CH3:39])[CH3:38])=[O:35])[CH2:30][CH2:29]1)(=O)=O.C(=O)([O-])[O-].[K+].[K+].CN1C(=O)CCC1. The catalyst is O. The product is [Cl:1][C:2]1[C:3]([F:22])=[C:4]([CH:19]=[CH:20][CH:21]=1)[NH:5][C:6]1[C:15]2[C:10](=[CH:11][C:12]([O:17][CH3:18])=[C:13]([O:16][CH:28]3[CH2:33][CH2:32][N:31]([C:34]([O:36][C:37]([CH3:40])([CH3:39])[CH3:38])=[O:35])[CH2:30][CH2:29]3)[CH:14]=2)[N:9]=[CH:8][N:7]=1. The yield is 0.950. (4) The yield is 0.800. The product is [C:22]([C:15]1[C:16](=[O:21])[C:17]([O:19][CH3:20])=[CH:18][N:13]([C:8]2[CH:9]=[CH:10][CH:11]=[CH:12][C:7]=2[O:6][CH:5]([F:4])[F:28])[N:14]=1)(=[O:23])[CH3:1]. The catalyst is C1COCC1. The reactants are [CH3:1][Mg+].[Br-].[F:4][CH:5]([F:28])[O:6][C:7]1[CH:12]=[CH:11][CH:10]=[CH:9][C:8]=1[N:13]1[CH:18]=[C:17]([O:19][CH3:20])[C:16](=[O:21])[C:15]([C:22](N(OC)C)=[O:23])=[N:14]1. (5) The reactants are Br[C:2]1[S:6][C:5]([NH:7][C:8]([NH:10][C:11]2[CH:16]=[CH:15][C:14]([CH3:17])=[CH:13][C:12]=2[C:18]([CH:20]2[CH2:24][CH2:23][CH2:22][CH2:21]2)=[O:19])=[O:9])=[N:4][CH:3]=1.[N:25]1[NH:26][C:27]([SH:30])=[N:28][CH:29]=1. No catalyst specified. The product is [CH:20]1([C:18]([C:12]2[CH:13]=[C:14]([CH3:17])[CH:15]=[CH:16][C:11]=2[NH:10][C:8]([NH:7][C:5]2[S:6][C:2]([S:30][C:27]3[NH:28][CH:29]=[N:25][N:26]=3)=[CH:3][N:4]=2)=[O:9])=[O:19])[CH2:24][CH2:23][CH2:22][CH2:21]1. The yield is 0.300. (6) The reactants are [Cl:1][C:2]1[CH:3]=[C:4]([C@@H:12]([CH2:26][CH:27]2[CH2:31][CH2:30][CH2:29][CH2:28]2)[C:13]([NH:15][C:16]2[CH:20]=[CH:19][N:18]([CH2:21][CH2:22][C:23](O)=[O:24])[N:17]=2)=[O:14])[CH:5]=[CH:6][C:7]=1[S:8]([CH3:11])(=[O:10])=[O:9].C(Cl)(=O)C(Cl)=O.[N:38]1C(C)=C[CH:41]=[CH:40][C:39]=1C.C(N)C=C. The catalyst is C(Cl)Cl. The product is [CH2:39]([NH:38][C:23]([CH2:22][CH2:21][N:18]1[CH:19]=[CH:20][C:16]([NH:15][C:13](=[O:14])[C@@H:12]([C:4]2[CH:5]=[CH:6][C:7]([S:8]([CH3:11])(=[O:9])=[O:10])=[C:2]([Cl:1])[CH:3]=2)[CH2:26][CH:27]2[CH2:28][CH2:29][CH2:30][CH2:31]2)=[N:17]1)=[O:24])[CH:40]=[CH2:41]. The yield is 0.160. (7) The reactants are [CH3:1][C:2]1[CH:7]=[CH:6][C:5]([S:8]([O:11][CH2:12][CH:13]2[CH2:17][C:16]3[CH:18]=[CH:19][CH:20]=[C:21](Br)[C:15]=3[O:14]2)(=[O:10])=[O:9])=[CH:4][CH:3]=1.[CH3:23][O:24][C:25]1[CH:30]=[CH:29][CH:28]=[CH:27][C:26]=1B(O)O.C(=O)([O-])[O-].[K+].[K+]. The catalyst is CC1C=CC=CC=1[P](C1C=CC=CC=1C)([Pd](Cl)(Cl)[P](C1=C(C)C=CC=C1)(C1C=CC=CC=1C)C1C=CC=CC=1C)C1C=CC=CC=1C. The product is [CH3:1][C:2]1[CH:7]=[CH:6][C:5]([S:8]([O:11][CH2:12][CH:13]2[CH2:17][C:16]3[CH:18]=[CH:19][CH:20]=[C:21]([C:26]4[CH:27]=[CH:28][CH:29]=[CH:30][C:25]=4[O:24][CH3:23])[C:15]=3[O:14]2)(=[O:10])=[O:9])=[CH:4][CH:3]=1. The yield is 0.740.